Dataset: Full USPTO retrosynthesis dataset with 1.9M reactions from patents (1976-2016). Task: Predict the reactants needed to synthesize the given product. (1) Given the product [N:20]1[CH:21]=[CH:22][CH:23]=[CH:24][C:19]=1[C:17]1[O:18][C:12]2[CH2:11][N:10]([C:8]3[S:27][CH:28]=[CH:29][N:30]=3)[CH2:15][CH2:14][C:13]=2[N:16]=1, predict the reactants needed to synthesize it. The reactants are: FC1C=C(C=[C:8]([N:10]2[CH2:15][CH2:14][C:13]3[N:16]=[C:17]([C:19]4[CH:24]=[CH:23][CH:22]=[CH:21][N:20]=4)[O:18][C:12]=3[CH2:11]2)C=1)C#N.BrC1[S:27][CH:28]=[CH:29][N:30]=1. (2) Given the product [CH3:3][O:4][C:5]1[CH:6]=[CH:7][C:8]([S:11]([N:14]2[CH2:23][CH2:22][C:21]3[C:16](=[CH:17][CH:18]=[CH:19][CH:20]=3)[CH:15]2[CH2:24][C:25]([OH:27])=[O:26])(=[O:13])=[O:12])=[CH:9][CH:10]=1, predict the reactants needed to synthesize it. The reactants are: [OH-].[Na+].[CH3:3][O:4][C:5]1[CH:10]=[CH:9][C:8]([S:11]([N:14]2[CH2:23][CH2:22][C:21]3[C:16](=[CH:17][CH:18]=[CH:19][CH:20]=3)[CH:15]2[CH2:24][C:25]([O:27]C)=[O:26])(=[O:13])=[O:12])=[CH:7][CH:6]=1. (3) Given the product [Si:1]([O:8][C@@H:9]([CH2:14][CH2:15][S:24]([CH3:27])(=[O:26])=[O:25])[C:10]([O:12][CH3:13])=[O:11])([C:4]([CH3:7])([CH3:6])[CH3:5])([CH3:3])[CH3:2], predict the reactants needed to synthesize it. The reactants are: [Si:1]([O:8][C@@H:9]([CH2:14][CH2:15]O)[C:10]([O:12][CH3:13])=[O:11])([C:4]([CH3:7])([CH3:6])[CH3:5])([CH3:3])[CH3:2].C(N(CC)CC)C.[S:24](Cl)([CH3:27])(=[O:26])=[O:25]. (4) The reactants are: Br[C:2]1[CH:3]=[CH:4][C:5]([O:10][CH2:11][CH2:12][O:13][CH:14]2[CH2:19][CH2:18][CH2:17][CH2:16][O:15]2)=[C:6]([CH:9]=1)[C:7]#[N:8].[CH3:20][C:21]1([CH3:37])[C:25]([CH3:27])([CH3:26])[O:24][B:23]([B:23]2[O:24][C:25]([CH3:27])([CH3:26])[C:21]([CH3:37])([CH3:20])[O:22]2)[O:22]1.C(O[K])(C)=O. Given the product [O:15]1[CH2:16][CH2:17][CH2:18][CH2:19][CH:14]1[O:13][CH2:12][CH2:11][O:10][C:5]1[CH:4]=[CH:3][C:2]([B:23]2[O:24][C:25]([CH3:27])([CH3:26])[C:21]([CH3:37])([CH3:20])[O:22]2)=[CH:9][C:6]=1[C:7]#[N:8], predict the reactants needed to synthesize it. (5) Given the product [CH2:16]([NH:18][C:19]1[N:20]=[N+:21]([O-:34])[C:22]2[C:31]([N+:32]=1[O-:4])=[CH:30][C:29]1[CH2:28][N:27]([CH3:33])[CH2:26][CH2:25][C:24]=1[CH:23]=2)[CH3:17], predict the reactants needed to synthesize it. The reactants are: OO.C(OC(C(F)(F)F)=O)(C(F)(F)F)=[O:4].[CH2:16]([NH:18][C:19]1[N:20]=[N+:21]([O-:34])[C:22]2[C:31]([N:32]=1)=[CH:30][C:29]1[CH2:28][N:27]([CH3:33])[CH2:26][CH2:25][C:24]=1[CH:23]=2)[CH3:17].C(O)(C(F)(F)F)=O.